Dataset: Forward reaction prediction with 1.9M reactions from USPTO patents (1976-2016). Task: Predict the product of the given reaction. (1) Given the reactants Br[C:2]1[CH:14]=[CH:13][C:5]([O:6][CH2:7][CH2:8][C:9]([CH3:12])([OH:11])[CH3:10])=[CH:4][CH:3]=1.[B:15]1([B:15]2[O:19][C:18]([CH3:21])([CH3:20])[C:17]([CH3:23])([CH3:22])[O:16]2)[O:19][C:18]([CH3:21])([CH3:20])[C:17]([CH3:23])([CH3:22])[O:16]1.CC([O-])=O.[K+], predict the reaction product. The product is: [CH3:10][C:9]([OH:11])([CH2:8][CH2:7][O:6][C:5]1[CH:13]=[CH:14][C:2]([B:15]2[O:19][C:18]([CH3:21])([CH3:20])[C:17]([CH3:23])([CH3:22])[O:16]2)=[CH:3][CH:4]=1)[CH3:12]. (2) Given the reactants [CH2:1]([C:3]([CH2:8][OH:9])([CH2:6][OH:7])[CH2:4][CH3:5])[OH:2].[SH:10][CH:11](C)[CH2:12][C:13]([OH:15])=[O:14].O.[C:18]1(C)C=C[C:21]([S:24](O)(=O)=O)=[CH:20][CH:19]=1.[C:29](=[O:32])([O-])[OH:30].[Na+], predict the reaction product. The product is: [SH:10][CH2:11][CH:12]([CH3:1])[C:13]([OH:15])=[O:14].[SH:24][CH2:21][CH:20]([CH3:19])[C:29]([OH:30])=[O:32].[SH:10][CH2:11][CH:12]([CH3:18])[C:13]([OH:15])=[O:14].[CH2:1]([C:3]([CH2:8][OH:9])([CH2:6][OH:7])[CH2:4][CH3:5])[OH:2]. (3) The product is: [F:33][C:31]1[CH:32]=[C:27]([CH:28]=[C:29]([F:34])[CH:30]=1)[CH2:26][C:23]1[CH:24]=[C:25]2[C:20](=[CH:21][CH:22]=1)[NH:19][N:18]=[C:17]2[NH:16][C:14](=[O:15])[C:13]1[CH:35]=[CH:36][C:37]([N:39]2[CH2:40][CH2:41][N:42]([CH3:45])[CH2:43][CH2:44]2)=[CH:38][C:12]=1[NH:11][CH2:10][CH2:9][OH:8]. Given the reactants [Si]([O:8][CH2:9][CH2:10][NH:11][C:12]1[CH:38]=[C:37]([N:39]2[CH2:44][CH2:43][N:42]([CH3:45])[CH2:41][CH2:40]2)[CH:36]=[CH:35][C:13]=1[C:14]([NH:16][C:17]1[C:25]2[C:20](=[CH:21][CH:22]=[C:23]([CH2:26][C:27]3[CH:32]=[C:31]([F:33])[CH:30]=[C:29]([F:34])[CH:28]=3)[CH:24]=2)[NH:19][N:18]=1)=[O:15])(C(C)(C)C)(C)C.CCCC[N+](CCCC)(CCCC)CCCC.[F-], predict the reaction product. (4) Given the reactants [Cl:1][C:2]1[C:7]([S:8](Cl)(=[O:10])=[O:9])=[CH:6][CH:5]=[C:4]([Cl:12])[N:3]=1.[NH:13]1[CH2:17][CH2:16][C@H:15]([NH:18][C:19](=[O:25])[O:20][C:21]([CH3:24])([CH3:23])[CH3:22])[CH2:14]1.C(N(CC)CC)C.C(=O)(O)[O-].[Na+], predict the reaction product. The product is: [Cl:1][C:2]1[C:7]([S:8]([N:13]2[CH2:17][CH2:16][C@H:15]([NH:18][C:19](=[O:25])[O:20][C:21]([CH3:23])([CH3:22])[CH3:24])[CH2:14]2)(=[O:10])=[O:9])=[CH:6][CH:5]=[C:4]([Cl:12])[N:3]=1. (5) Given the reactants [N+:1]([C:4]1[CH:9]=[CH:8][C:7]([CH2:10][C:11]#[N:12])=[CH:6][CH:5]=1)([O-:3])=[O:2].OS(C(F)(F)F)(=O)=O.[Br:21]N1C(C)(C)C(=O)N(Br)C1=O.[Al], predict the reaction product. The product is: [Br:21][C:6]1[CH:5]=[C:4]([N+:1]([O-:3])=[O:2])[CH:9]=[CH:8][C:7]=1[CH2:10][C:11]#[N:12].